Dataset: Catalyst prediction with 721,799 reactions and 888 catalyst types from USPTO. Task: Predict which catalyst facilitates the given reaction. (1) Reactant: CO[CH:3](OC)[CH:4]([CH3:8])[C:5](=O)[CH3:6].COC(OC)CC(=O)CC.[OH:21][NH:22][C:23]([NH2:25])=[O:24].[Cl-:26].[NH4+]. Product: [ClH:26].[CH3:8][C:4]1[C:5]([CH3:6])=[N+:22]([O-:21])[C:23]([OH:24])=[N:25][CH:3]=1. The catalyst class is: 240. (2) Reactant: [NH2:1][CH2:2][C:3]([CH3:6])([OH:5])[CH3:4].[CH2:7]([C:14]1[CH:23]=[C:22]2[C:17]([C:18](Cl)=[C:19]([N+:24]([O-:26])=[O:25])[CH:20]=[N:21]2)=[CH:16][CH:15]=1)[C:8]1[CH:13]=[CH:12][CH:11]=[CH:10][CH:9]=1.[CH2:28]([C:35]1[CH:36]=[C:37]2[C:42](=[CH:43][CH:44]=1)[N:41]=[CH:40][C:39]([N+:45]([O-:47])=[O:46])=[C:38]2Cl)[C:29]1[CH:34]=[CH:33][CH:32]=[CH:31][CH:30]=1.C(N(CC)CC)C. Product: [CH2:7]([C:14]1[CH:23]=[C:22]2[C:17]([C:18]([NH:1][CH2:2][C:3]([CH3:6])([OH:5])[CH3:4])=[C:19]([N+:24]([O-:26])=[O:25])[CH:20]=[N:21]2)=[CH:16][CH:15]=1)[C:8]1[CH:9]=[CH:10][CH:11]=[CH:12][CH:13]=1.[CH2:28]([C:35]1[CH:36]=[C:37]2[C:42](=[CH:43][CH:44]=1)[N:41]=[CH:40][C:39]([N+:45]([O-:47])=[O:46])=[C:38]2[NH:1][CH2:2][C:3]([CH3:6])([OH:5])[CH3:4])[C:29]1[CH:34]=[CH:33][CH:32]=[CH:31][CH:30]=1. The catalyst class is: 4.